This data is from Forward reaction prediction with 1.9M reactions from USPTO patents (1976-2016). The task is: Predict the product of the given reaction. (1) The product is: [CH:36]1([CH2:42][NH:43][C:13]([C:12]2[C:6]3[C:7](=[N:8][CH:9]=[C:4]([CH:1]4[CH2:2][CH2:3]4)[N:5]=3)[N:10]([CH2:16][O:17][CH2:18][CH2:19][Si:20]([CH3:22])([CH3:23])[CH3:21])[CH:11]=2)=[O:14])[CH2:41][CH2:40][CH2:39][CH2:38][CH2:37]1. Given the reactants [CH:1]1([C:4]2[N:5]=[C:6]3[C:12]([C:13](O)=[O:14])=[CH:11][N:10]([CH2:16][O:17][CH2:18][CH2:19][Si:20]([CH3:23])([CH3:22])[CH3:21])[C:7]3=[N:8][CH:9]=2)[CH2:3][CH2:2]1.C(N1C=CN=C1)(N1C=CN=C1)=O.[CH:36]1([CH2:42][NH2:43])[CH2:41][CH2:40][CH2:39][CH2:38][CH2:37]1, predict the reaction product. (2) Given the reactants [CH3:1][C:2](=[CH2:6])[CH2:3][Mg]Cl.[F:7][C:8]([F:17])([F:16])[C:9](=[O:15])[C:10]([O:12][CH2:13][CH3:14])=[O:11], predict the reaction product. The product is: [CH2:13]([O:12][C:10](=[O:11])[C:9]([OH:15])([C:8]([F:16])([F:17])[F:7])[CH2:3][C:2]([CH3:6])=[CH2:1])[CH3:14]. (3) Given the reactants [CH3:1][O:2][C:3]1[N:4]=[CH:5][CH:6]=[C:7]2[C:11]([C:12]3[CH:17]=[CH:16][CH:15]=[CH:14][CH:13]=3)=[N:10][NH:9][C:8]=12.[H-].[Na+].Br[CH2:21][C:22]1[CH:27]=[CH:26][C:25]([S:28]([NH2:31])(=[O:30])=[O:29])=[CH:24][CH:23]=1.O, predict the reaction product. The product is: [CH3:1][O:2][C:3]1[N:4]=[CH:5][CH:6]=[C:7]2[C:11]([C:12]3[CH:13]=[CH:14][CH:15]=[CH:16][CH:17]=3)=[N:10][N:9]([CH2:21][C:22]3[CH:23]=[CH:24][C:25]([S:28]([NH2:31])(=[O:30])=[O:29])=[CH:26][CH:27]=3)[C:8]=12. (4) Given the reactants [H-].[Na+].[C:3]([O:7][C:8]([NH:10][C@@H:11]([CH2:15][OH:16])[C:12]([OH:14])=[O:13])=[O:9])([CH3:6])([CH3:5])[CH3:4].F[C:18]1[CH:23]=[CH:22][CH:21]=[CH:20][C:19]=1[N+:24]([O-:26])=[O:25], predict the reaction product. The product is: [C:3]([O:7][C:8]([NH:10][C@@H:11]([CH2:15][O:16][C:18]1[CH:23]=[CH:22][CH:21]=[CH:20][C:19]=1[N+:24]([O-:26])=[O:25])[C:12]([OH:14])=[O:13])=[O:9])([CH3:6])([CH3:5])[CH3:4].